This data is from Forward reaction prediction with 1.9M reactions from USPTO patents (1976-2016). The task is: Predict the product of the given reaction. (1) Given the reactants CC1(C)C(C)(C)OB([C:9]2[CH:14]=[CH:13][N:12]=[C:11]([NH:15][C:16](=[O:19])[CH2:17][CH3:18])[CH:10]=2)O1.[CH:21]([N:25]1[CH:29]=[C:28](I)[C:27]([C:31]2[S:32][CH:33]=[C:34]([Cl:36])[CH:35]=2)=[N:26]1)([CH2:23][CH3:24])[CH3:22].C(=O)([O-])[O-].[Na+].[Na+], predict the reaction product. The product is: [CH:21]([N:25]1[CH:29]=[C:28]([C:9]2[CH:14]=[CH:13][N:12]=[C:11]([NH:15][C:16](=[O:19])[CH2:17][CH3:18])[CH:10]=2)[C:27]([C:31]2[S:32][CH:33]=[C:34]([Cl:36])[CH:35]=2)=[N:26]1)([CH2:23][CH3:24])[CH3:22]. (2) Given the reactants [Br:1][C:2]1[CH:3]=[C:4]2[C:9](=[CH:10][CH:11]=1)[N:8]=[CH:7][C:6]([C:12]([CH:14]1[CH2:16][CH2:15]1)=[O:13])=[C:5]2Cl.[NH2:18][C:19]1[CH:20]=[CH:21][C:22]([N:25]2[CH2:30][CH2:29][CH2:28][C@H:27]([NH:31][C:32](=[O:38])[O:33][C:34]([CH3:37])([CH3:36])[CH3:35])[CH2:26]2)=[N:23][CH:24]=1, predict the reaction product. The product is: [Br:1][C:2]1[CH:3]=[C:4]2[C:9](=[CH:10][CH:11]=1)[N:8]=[CH:7][C:6]([C:12]([CH:14]1[CH2:16][CH2:15]1)=[O:13])=[C:5]2[NH:18][C:19]1[CH:20]=[CH:21][C:22]([N:25]2[CH2:30][CH2:29][CH2:28][C@H:27]([NH:31][C:32](=[O:38])[O:33][C:34]([CH3:36])([CH3:35])[CH3:37])[CH2:26]2)=[N:23][CH:24]=1. (3) Given the reactants CS[C:3]1[N:8]=[C:7]([C:9]2[CH:14]=[CH:13][C:12]([Cl:15])=[CH:11][C:10]=2[Cl:16])[C:6]([C:17]2[CH:22]=[CH:21][C:20]([Cl:23])=[CH:19][CH:18]=2)=[CH:5][N:4]=1.[N:24]1[CH:29]=[CH:28][CH:27]=[C:26]([CH2:30][OH:31])[CH:25]=1, predict the reaction product. The product is: [N:24]1[CH:29]=[CH:28][CH:27]=[C:26]([CH2:30][O:31][C:3]2[N:8]=[C:7]([C:9]3[CH:14]=[CH:13][C:12]([Cl:15])=[CH:11][C:10]=3[Cl:16])[C:6]([C:17]3[CH:22]=[CH:21][C:20]([Cl:23])=[CH:19][CH:18]=3)=[CH:5][N:4]=2)[CH:25]=1. (4) Given the reactants [CH3:1][O:2][C:3]1[CH:8]=[CH:7][C:6]([C:9]2[CH:14]=[CH:13][C:12]([O:15][C:16]([F:19])([F:18])[F:17])=[CH:11][CH:10]=2)=[CH:5][C:4]=1[CH2:20][NH:21][CH:22]1[CH2:27][CH2:26][CH:25]([N:28]([CH3:36])[C:29](=[O:35])[O:30][C:31]([CH3:34])([CH3:33])[CH3:32])[CH2:24][CH2:23]1.[Cl:37][C:38]1[C:39]2[CH:49]=[CH:48][CH:47]=[CH:46][C:40]=2[S:41][C:42]=1[C:43](Cl)=[O:44], predict the reaction product. The product is: [C:31]([O:30][C:29](=[O:35])[N:28]([CH:25]1[CH2:26][CH2:27][CH:22]([N:21]([C:43]([C:42]2[S:41][C:40]3[CH:46]=[CH:47][CH:48]=[CH:49][C:39]=3[C:38]=2[Cl:37])=[O:44])[CH2:20][C:4]2[CH:5]=[C:6]([C:9]3[CH:10]=[CH:11][C:12]([O:15][C:16]([F:18])([F:17])[F:19])=[CH:13][CH:14]=3)[CH:7]=[CH:8][C:3]=2[O:2][CH3:1])[CH2:23][CH2:24]1)[CH3:36])([CH3:33])([CH3:32])[CH3:34]. (5) Given the reactants [CH:1]1([NH:7][C:8]2[N:13]=[CH:12][N:11]=[C:10]([C:14]([OH:16])=O)[CH:9]=2)[CH2:6][CH2:5][CH2:4][CH2:3][CH2:2]1.[NH2:17][C:18]1[C:27]2[C:22](=[CH:23][CH:24]=[CH:25][CH:26]=2)[N:21]=[CH:20][CH:19]=1, predict the reaction product. The product is: [CH:1]1([NH:7][C:8]2[N:13]=[CH:12][N:11]=[C:10]([C:14]([NH:17][C:18]3[C:27]4[C:22](=[CH:23][CH:24]=[CH:25][CH:26]=4)[N:21]=[CH:20][CH:19]=3)=[O:16])[CH:9]=2)[CH2:2][CH2:3][CH2:4][CH2:5][CH2:6]1. (6) Given the reactants Br[C:2]1[CH:7]=[CH:6][C:5]([N+:8]([O-:10])=[O:9])=[CH:4][CH:3]=1.[CH3:11][O:12][C:13]1[CH:18]=[CH:17][CH:16]=[CH:15][C:14]=1B(O)O, predict the reaction product. The product is: [CH3:11][O:12][C:13]1[CH:18]=[CH:17][CH:16]=[CH:15][C:14]=1[C:2]1[CH:7]=[CH:6][C:5]([N+:8]([O-:10])=[O:9])=[CH:4][CH:3]=1.